From a dataset of Reaction yield outcomes from USPTO patents with 853,638 reactions. Predict the reaction yield, written as a fraction of the theoretical maximum amount of product (1.0 means a 100% yield; for example, 0.34 means a 34% yield). (1) The reactants are Cl[C:2]1[CH:7]=[C:6]([NH:8][C:9]2[CH:14]=[CH:13][CH:12]=[CH:11][N:10]=2)[N:5]=[C:4]([S:15][C:16]2[CH:21]=[CH:20][C:19]([NH:22][C:23](=[O:29])[CH2:24][C:25]([F:28])([F:27])[F:26])=[CH:18][CH:17]=2)[N:3]=1.Cl.[CH:31]1([C:34]2([F:38])[CH2:37][NH:36][CH2:35]2)[CH2:33][CH2:32]1.CCN(C(C)C)C(C)C. The catalyst is O1CCOCC1. The product is [CH:31]1([C:34]2([F:38])[CH2:37][N:36]([C:2]3[CH:7]=[C:6]([NH:8][C:9]4[CH:14]=[CH:13][CH:12]=[CH:11][N:10]=4)[N:5]=[C:4]([S:15][C:16]4[CH:21]=[CH:20][C:19]([NH:22][C:23](=[O:29])[CH2:24][C:25]([F:28])([F:27])[F:26])=[CH:18][CH:17]=4)[N:3]=3)[CH2:35]2)[CH2:33][CH2:32]1. The yield is 0.0380. (2) The reactants are [NH2:1][C:2]1[C:3]([C:26](OCC)=[O:27])=[N:4][C:5]([NH:17][C:18]2[CH:23]=[CH:22][CH:21]=[C:20]([CH2:24][OH:25])[CH:19]=2)=[N:6][C:7]=1[NH:8][C:9]1[CH:14]=[CH:13][CH:12]=[CH:11][C:10]=1[O:15][CH3:16].OC1C=CC=CC=1[N:38](CC)N1C(C([O-])=O)=CC(NC2C=CC=CC=2OC)=NC1.[CH2:59]([OH:61])C. The catalyst is [Pd]. The product is [OH:25][CH2:24][C:20]1[CH:19]=[C:18]([NH:17][C:5]2[N:6]=[C:7]3[C:2]([NH:1][C:59](=[O:61])[N:8]3[C:9]3[CH:14]=[CH:13][CH:12]=[CH:11][C:10]=3[O:15][CH3:16])=[C:3]([C:26]([NH2:38])=[O:27])[N:4]=2)[CH:23]=[CH:22][CH:21]=1. The yield is 0.850. (3) The reactants are C(N(CC)C(C1C=C(C2C=NN(CCCO)C=2)C=CC=1NC1C(C(F)(F)F)=CN=C(NC2C=CC(CP(=O)(O)OCC)=CC=2OC)N=1)=O)C.[OH:50][CH2:51][CH2:52][CH2:53][N:54]1[C:58]([CH3:59])=[C:57]([C:60]2[N:65]=[C:64]([C:66](=[O:69])[NH:67][CH3:68])[C:63]([NH:70][C:71]3[C:76]([C:77]([F:80])([F:79])[F:78])=[CH:75][N:74]=[C:73]([NH:81][C:82]4[CH:96]=[CH:95][C:85]([CH2:86][P:87](=[O:94])([O:91]CC)[O:88][CH2:89][CH3:90])=[CH:84][C:83]=4[O:97][CH3:98])[N:72]=3)=[CH:62][CH:61]=2)[CH:56]=[N:55]1. No catalyst specified. The product is [OH:50][CH2:51][CH2:52][CH2:53][N:54]1[C:58]([CH3:59])=[C:57]([C:60]2[N:65]=[C:64]([C:66](=[O:69])[NH:67][CH3:68])[C:63]([NH:70][C:71]3[C:76]([C:77]([F:80])([F:78])[F:79])=[CH:75][N:74]=[C:73]([NH:81][C:82]4[CH:96]=[CH:95][C:85]([CH2:86][P:87](=[O:91])([OH:94])[O:88][CH2:89][CH3:90])=[CH:84][C:83]=4[O:97][CH3:98])[N:72]=3)=[CH:62][CH:61]=2)[CH:56]=[N:55]1. The yield is 1.00. (4) The reactants are [C:1]1([C:3](=[CH:5][CH:6]=[CH:7][CH:8]=1)[OH:4])[OH:2].CO[C:11](OC)([CH3:13])[CH3:12].C([O-])(O)=O.[Na+]. The catalyst is C1(C)C=CC=CC=1.CC1C=CC(S(O)(=O)=O)=CC=1. The product is [CH3:12][C:11]1([CH3:13])[O:4][C:3]2[CH:5]=[CH:6][CH:7]=[CH:8][C:1]=2[O:2]1. The yield is 0.170. (5) The reactants are [H-].[Na+].C[C:4](P(OC)(O)=O)([C:6]([O-:8])=[O:7])[CH3:5].O=C1[CH2:20][CH2:19][CH:18]([C:21]2[N:26]=[CH:25][C:24]([NH:27][C:28](=[O:37])[O:29][CH2:30][C:31]3[CH:36]=[CH:35][CH:34]=[CH:33][CH:32]=3)=[CH:23][CH:22]=2)[CH2:17][CH2:16]1.O.[CH2:39]1COCC1. No catalyst specified. The product is [CH2:30]([O:29][C:28]([NH:27][C:24]1[CH:23]=[CH:22][C:21]([CH:18]2[CH2:19][CH2:20][C:5](=[CH:4][C:6]([O:8][CH3:39])=[O:7])[CH2:16][CH2:17]2)=[N:26][CH:25]=1)=[O:37])[C:31]1[CH:32]=[CH:33][CH:34]=[CH:35][CH:36]=1. The yield is 0.667. (6) The reactants are C(N1CCNC1=NC#N)C1C=CC=CC=1.[CH2:16]([N:23]1[CH2:27][CH2:26][NH:25][S:24]1(=[O:29])=[O:28])[C:17]1[CH:22]=[CH:21][CH:20]=[CH:19][CH:18]=1.Br[C:31]1[S:32][C:33]([C:37]([NH:39][CH2:40][C:41]2[CH:42]=[N:43][CH:44]=[CH:45][CH:46]=2)=[O:38])=[C:34]([CH3:36])[N:35]=1. No catalyst specified. The product is [CH2:16]([N:23]1[S:24](=[O:29])(=[O:28])[N:25]([C:31]2[S:32][C:33]([C:37]([NH:39][CH2:40][C:41]3[CH:42]=[N:43][CH:44]=[CH:45][CH:46]=3)=[O:38])=[C:34]([CH3:36])[N:35]=2)[CH2:26][CH2:27]1)[C:17]1[CH:22]=[CH:21][CH:20]=[CH:19][CH:18]=1. The yield is 0.790. (7) The reactants are [N:1]1[CH:6]=[CH:5][N:4]=[CH:3][C:2]=1[C:7](=O)[CH3:8].C([O-])(=O)C.[NH4+:14]. The catalyst is CO.C([BH3-])#N.[Na+]. The product is [N:1]1[CH:6]=[CH:5][N:4]=[CH:3][C:2]=1[CH:7]([NH2:14])[CH3:8]. The yield is 0.750. (8) The reactants are Cl[C:2]1[C:7]([N+:8]([O-:10])=[O:9])=[CH:6][CH:5]=[C:4]([O:11][CH3:12])[N:3]=1.[CH2:13](B(O)O)[CH3:14].C([O-])([O-])=O.[K+].[K+]. The catalyst is O1CCOCC1.C1C=CC(P(C2C=CC=CC=2)[C-]2C=CC=C2)=CC=1.C1C=CC(P(C2C=CC=CC=2)[C-]2C=CC=C2)=CC=1.Cl[Pd]Cl.[Fe+2]. The product is [CH2:13]([C:2]1[C:7]([N+:8]([O-:10])=[O:9])=[CH:6][CH:5]=[C:4]([O:11][CH3:12])[N:3]=1)[CH3:14]. The yield is 0.480. (9) The reactants are C(O)(C(F)(F)F)=O.[CH3:8][N:9]1[CH:14]2[CH2:15][CH2:16][CH:10]1[CH2:11][CH:12]([N:17]1[C:30]3[CH:29]=[CH:28][C:27]([C:31](O)=[O:32])=[CH:26][C:25]=3[O:24][C:23]3[C:18]1=[CH:19][CH:20]=[CH:21][CH:22]=3)[CH2:13]2.CN(C(ON1N=NC2C=CC=CC1=2)=[N+](C)C)C.F[P-](F)(F)(F)(F)F.[CH2:58]([N:60](CC)[CH2:61][CH3:62])[CH3:59]. The catalyst is CN(C=O)C. The product is [CH2:58]([N:60]([CH2:61][CH3:62])[C:31]([C:27]1[CH:28]=[CH:29][C:30]2[N:17]([CH:12]3[CH2:13][CH:14]4[N:9]([CH3:8])[CH:10]([CH2:16][CH2:15]4)[CH2:11]3)[C:18]3[C:23]([O:24][C:25]=2[CH:26]=1)=[CH:22][CH:21]=[CH:20][CH:19]=3)=[O:32])[CH3:59]. The yield is 0.610. (10) The reactants are [C:1]([CH2:4][C:5](=O)[CH3:6])(=[O:3])[CH3:2].C[O-].[Na+].C[O:12][C:13](=[O:22])[C:14]1[CH:19]=[CH:18]C(CBr)=[CH:16][CH:15]=1.Cl. The catalyst is CC(O)=O. The product is [O:3]=[C:1]([CH3:2])[CH2:4][CH2:5][C:6]1[CH:18]=[CH:19][C:14]([C:13]([OH:22])=[O:12])=[CH:15][CH:16]=1. The yield is 0.800.